This data is from Reaction yield outcomes from USPTO patents with 853,638 reactions. The task is: Predict the reaction yield, written as a fraction of the theoretical maximum amount of product (1.0 means a 100% yield; for example, 0.34 means a 34% yield). (1) The reactants are [O:1]1[CH2:6][CH2:5][CH:4]([NH2:7])[CH2:3][CH2:2]1.[CH3:8][C:9]1[O:13][N:12]=[C:11]([C:14]2[CH:19]=[CH:18][CH:17]=[CH:16][CH:15]=2)[C:10]=1[C:20]1[N:21]=[CH:22][N:23]([C:25]2[CH:33]=[CH:32][CH:31]=[CH:30][C:26]=2[C:27](O)=[O:28])[CH:24]=1. No catalyst specified. The product is [CH3:8][C:9]1[O:13][N:12]=[C:11]([C:14]2[CH:15]=[CH:16][CH:17]=[CH:18][CH:19]=2)[C:10]=1[C:20]1[N:21]=[CH:22][N:23]([C:25]2[CH:33]=[CH:32][CH:31]=[CH:30][C:26]=2[C:27]([NH:7][CH:4]2[CH2:5][CH2:6][O:1][CH2:2][CH2:3]2)=[O:28])[CH:24]=1. The yield is 0.370. (2) The reactants are [H-].[Na+].[F:3][C:4]1([F:31])[CH2:9][CH2:8][N:7]([C:10]([C:12]2[NH:13][C:14]3[C:19]([CH:20]=2)=[CH:18][C:17]([O:21][CH:22]2[CH2:27][CH2:26][N:25]([CH:28]([CH3:30])[CH3:29])[CH2:24][CH2:23]2)=[CH:16][CH:15]=3)=[O:11])[CH2:6][CH2:5]1.[F:32][C:33]1[CH:38]=[CH:37][C:36]([S:39](Cl)(=[O:41])=[O:40])=[CH:35][CH:34]=1. The product is [F:31][C:4]1([F:3])[CH2:9][CH2:8][N:7]([C:10]([C:12]2[N:13]([S:39]([C:36]3[CH:37]=[CH:38][C:33]([F:32])=[CH:34][CH:35]=3)(=[O:41])=[O:40])[C:14]3[C:19]([CH:20]=2)=[CH:18][C:17]([O:21][CH:22]2[CH2:27][CH2:26][N:25]([CH:28]([CH3:29])[CH3:30])[CH2:24][CH2:23]2)=[CH:16][CH:15]=3)=[O:11])[CH2:6][CH2:5]1. The yield is 0.600. The catalyst is CN(C)C=O. (3) The reactants are Br[C:2]1[N:6]([S:7]([C:10]2[CH:11]=[N:12][CH:13]=[CH:14][CH:15]=2)(=[O:9])=[O:8])[CH:5]=[C:4]([CH2:16][N:17]([CH3:25])[C:18](=[O:24])[O:19][C:20]([CH3:23])([CH3:22])[CH3:21])[CH:3]=1.[S:26]1[CH:30]=[CH:29][C:28](B(O)O)=[CH:27]1.C(=O)([O-])[O-].[Na+].[Na+]. The catalyst is COCCOC.O.C1C=CC([P]([Pd]([P](C2C=CC=CC=2)(C2C=CC=CC=2)C2C=CC=CC=2)([P](C2C=CC=CC=2)(C2C=CC=CC=2)C2C=CC=CC=2)[P](C2C=CC=CC=2)(C2C=CC=CC=2)C2C=CC=CC=2)(C2C=CC=CC=2)C2C=CC=CC=2)=CC=1. The product is [CH3:25][N:17]([CH2:16][C:4]1[CH:3]=[C:2]([C:28]2[CH:29]=[CH:30][S:26][CH:27]=2)[N:6]([S:7]([C:10]2[CH:11]=[N:12][CH:13]=[CH:14][CH:15]=2)(=[O:9])=[O:8])[CH:5]=1)[C:18](=[O:24])[O:19][C:20]([CH3:23])([CH3:22])[CH3:21]. The yield is 0.810. (4) The reactants are C([N:8]1[CH2:16][C:15]2[C:10](=[CH:11][CH:12]=[CH:13][CH:14]=2)[C:9]1([CH3:21])[C:17]([O:19][CH3:20])=[O:18])(OC(C)(C)C)=O.[ClH:22]. The catalyst is O1CCOCC1. The product is [ClH:22].[CH3:21][C:9]1([C:17]([O:19][CH3:20])=[O:18])[C:10]2[C:15](=[CH:14][CH:13]=[CH:12][CH:11]=2)[CH2:16][NH:8]1. The yield is 1.00. (5) The reactants are C[Mg]Cl.[Cl:4][CH2:5][CH2:6][CH2:7][CH2:8][CH2:9][CH2:10][C:11]#[CH:12].[CH:13](OCC)([O:17][CH2:18][CH3:19])[O:14][CH2:15][CH3:16].[Cl-].[NH4+]. The catalyst is O1CCCC1.C1(C)C=CC=CC=1.O.C(O)(=O)C. The product is [Cl:4][CH2:5][CH2:6][CH2:7][CH2:8][CH2:9][CH2:10][C:11]#[C:12][CH:13]([O:17][CH2:18][CH3:19])[O:14][CH2:15][CH3:16]. The yield is 0.753.